Task: Predict which catalyst facilitates the given reaction.. Dataset: Catalyst prediction with 721,799 reactions and 888 catalyst types from USPTO (1) Reactant: [C:1]([C:3]1[N:8]=[C:7]([C:9]2[CH:14]=[CH:13][CH:12]=[C:11]([C:15]([OH:17])=[O:16])[N:10]=2)[CH:6]=[CH:5][CH:4]=1)#[N:2].[CH3:18][Si:19]([CH:22](O)[CH3:23])([CH3:21])[CH3:20].C1CCC(N=C=NC2CCCCC2)CC1. Product: [C:1]([C:3]1[N:8]=[C:7]([C:9]2[CH:14]=[CH:13][CH:12]=[C:11]([C:15]([O:17][CH2:23][CH2:22][Si:19]([CH3:21])([CH3:20])[CH3:18])=[O:16])[N:10]=2)[CH:6]=[CH:5][CH:4]=1)#[N:2]. The catalyst class is: 79. (2) Reactant: [C:1]([OH:6])(=[O:5])[C:2]([CH3:4])=[CH2:3].[CH2:7]([O:11][CH2:12][C:13]1[O:17][CH:16]=[CH:15][CH:14]=1)[CH:8]1[O:10][CH2:9]1.C(N(CC)CC)C. Product: [C:1]([O:6][CH2:9][CH:8]([OH:10])[CH2:7][O:11][CH2:12][C:13]1[O:17][CH:16]=[CH:15][CH:14]=1)(=[O:5])[C:2]([CH3:4])=[CH2:3]. The catalyst class is: 28.